The task is: Binary Classification. Given a T-cell receptor sequence (or CDR3 region) and an epitope sequence, predict whether binding occurs between them.. This data is from TCR-epitope binding with 47,182 pairs between 192 epitopes and 23,139 TCRs. (1) The epitope is YVLDHLIVV. The TCR CDR3 sequence is CASSLQGSNQPQHF. Result: 1 (the TCR binds to the epitope). (2) The epitope is NLVPMVATV. The TCR CDR3 sequence is CATSTYDNPTDTQYF. Result: 1 (the TCR binds to the epitope). (3) The epitope is LVLSVNPYV. The TCR CDR3 sequence is CASSETSGGAEGETQYF. Result: 1 (the TCR binds to the epitope). (4) The epitope is VSFIEFVGW. The TCR CDR3 sequence is CATSDLQGVRGVNEQFF. Result: 0 (the TCR does not bind to the epitope). (5) The TCR CDR3 sequence is CASRATITGNTIYF. The epitope is DRFYKTLRAEQASQEV. Result: 1 (the TCR binds to the epitope). (6) The epitope is GMFNMLSTVLGVS. The TCR CDR3 sequence is CSARRGGDTQYF. Result: 1 (the TCR binds to the epitope). (7) The epitope is KTSVDCTMYI. The TCR CDR3 sequence is CSARDFSYGYTF. Result: 0 (the TCR does not bind to the epitope). (8) The epitope is VLAWLYAAV. The TCR CDR3 sequence is CSARDWEQMNTGELFF. Result: 0 (the TCR does not bind to the epitope).